From a dataset of Catalyst prediction with 721,799 reactions and 888 catalyst types from USPTO. Predict which catalyst facilitates the given reaction. (1) Reactant: C([O:3][C:4]([CH:6]1[CH2:11][CH2:10][CH:9]([CH2:12][C:13]2[NH:22][C:21](=[O:23])[C:20]3[C:15](=[CH:16][CH:17]=[CH:18][CH:19]=3)[N:14]=2)[CH2:8][CH2:7]1)=[O:5])C.[Li+].[OH-]. Product: [O:23]=[C:21]1[C:20]2[C:15](=[CH:16][CH:17]=[CH:18][CH:19]=2)[N:14]=[C:13]([CH2:12][CH:9]2[CH2:10][CH2:11][CH:6]([C:4]([OH:5])=[O:3])[CH2:7][CH2:8]2)[NH:22]1. The catalyst class is: 1. (2) Reactant: Br[C:2]1[CH:3]=[CH:4][C:5](O)=[C:6]([C:8]2[CH:17]=[CH:16][C:15]3[C:10](=[CH:11][CH:12]=[C:13]([C:18]4[N:22]([CH:23]5[CH2:28][CH2:27][CH2:26][CH2:25][CH2:24]5)[C:21]5[CH:29]=[CH:30][C:31]([C:33]([OH:35])=[O:34])=[CH:32][C:20]=5[N:19]=4)[CH:14]=3)[N:9]=2)[CH:7]=1.[CH2:37]([O:39]C(C1C=CC2N(C3CCCCC3)C(C3C=CC(N)=C(C=O)C=3)=NC=2C=1)=O)[CH3:38].O1C2C=CC(C(=O)C)=CC=2CC1.[OH-].[K+]. Product: [CH:23]1([N:22]2[C:21]3[CH:29]=[CH:30][C:31]([C:33]([OH:35])=[O:34])=[CH:32][C:20]=3[N:19]=[C:18]2[C:13]2[CH:14]=[C:15]3[C:10](=[CH:11][CH:12]=2)[N:9]=[C:8]([C:6]2[CH:5]=[CH:4][C:3]4[O:39][CH2:37][CH2:38][C:2]=4[CH:7]=2)[CH:17]=[CH:16]3)[CH2:24][CH2:25][CH2:26][CH2:27][CH2:28]1. The catalyst class is: 8. (3) Reactant: [Cl:1][C:2]1[CH:3]=[C:4]2[C:9](=[CH:10][C:11]=1[C:12]([N:14]1[CH2:18][CH2:17][CH2:16][CH2:15]1)=[O:13])[N:8]=[CH:7][N:6]=[C:5]2[NH:19][CH:20]([C:26]1[N:30](C(OC(C)(C)C)=O)[C:29]2[CH:38]=[CH:39][C:40]([Cl:42])=[CH:41][C:28]=2[N:27]=1)[CH2:21][CH2:22][C:23](O)=[O:24].[N:43]1[CH:48]=[N:47][CH:46]=[N:45][C:44]=1[N:49]1[CH2:54][CH2:53][CH:52]([NH2:55])[CH2:51][CH2:50]1.CN(C(ON1N=NC2C=CC=CC1=2)=[N+](C)C)C.[B-](F)(F)(F)F.FC(F)(F)C(O)=O. Product: [Cl:1][C:2]1[CH:3]=[C:4]2[C:9](=[CH:10][C:11]=1[C:12]([N:14]1[CH2:15][CH2:16][CH2:17][CH2:18]1)=[O:13])[N:8]=[CH:7][N:6]=[C:5]2[NH:19][CH:20]([C:26]1[NH:30][C:29]2[CH:38]=[CH:39][C:40]([Cl:42])=[CH:41][C:28]=2[N:27]=1)[CH2:21][CH2:22][C:23]([NH:55][CH:52]1[CH2:53][CH2:54][N:49]([C:44]2[N:43]=[CH:48][N:47]=[CH:46][N:45]=2)[CH2:50][CH2:51]1)=[O:24]. The catalyst class is: 783. (4) Reactant: [NH2:1][C@H:2]([C:11]([OH:13])=[O:12])[CH2:3][C:4]1[CH:9]=[CH:8][C:7]([OH:10])=[CH:6][CH:5]=1. Product: [NH2:1][C@H:2]([C:11]([OH:13])=[O:12])[CH2:3][C:4]1[CH:5]=[CH:6][C:7]([OH:10])=[CH:8][CH:9]=1.[C:7]1([OH:10])[CH:8]=[CH:9][CH:4]=[CH:5][CH:6]=1. The catalyst class is: 394. (5) Reactant: Cl[C:2]([O:4][C:5]1[CH:10]=[CH:9][C:8]([N+:11]([O-:13])=[O:12])=[CH:7][CH:6]=1)=[O:3].CC1C=C(C)[N:18]=C(C)C=1. The catalyst class is: 4. Product: [C:2](=[O:3])([O:4][C:5]1[CH:10]=[CH:9][C:8]([N+:11]([O-:13])=[O:12])=[CH:7][CH:6]=1)[NH2:18]. (6) Reactant: [N:1]1[C:6]2[NH:7][CH:8]=[CH:9][C:5]=2[C:4]([N:10]2[C@H:18]3[C@H:13]([N:14]([C:19]([O:21][CH2:22][C:23]4[CH:28]=[CH:27][C:26]([C:29]([O:31]C)=[O:30])=[CH:25][CH:24]=4)=[O:20])[CH2:15][CH2:16][CH2:17]3)[CH2:12][CH2:11]2)=[N:3][CH:2]=1.[Li+].[OH-]. Product: [N:1]1[C:6]2[NH:7][CH:8]=[CH:9][C:5]=2[C:4]([N:10]2[C@H:18]3[C@H:13]([N:14]([C:19]([O:21][CH2:22][C:23]4[CH:24]=[CH:25][C:26]([C:29]([OH:31])=[O:30])=[CH:27][CH:28]=4)=[O:20])[CH2:15][CH2:16][CH2:17]3)[CH2:12][CH2:11]2)=[N:3][CH:2]=1. The catalyst class is: 5. (7) Reactant: [OH:1][C:2]1[CH:7]=[CH:6][C:5]([CH2:8][C:9]([OH:11])=[O:10])=[CH:4][CH:3]=1.C([O-])([O-])=O.[Cs+].[Cs+].[CH2:18](Br)[C:19]1[CH:24]=[CH:23][CH:22]=[CH:21][CH:20]=1. Product: [CH2:18]([O:10][C:9](=[O:11])[CH2:8][C:5]1[CH:4]=[CH:3][C:2]([O:1][CH2:8][C:5]2[CH:6]=[CH:7][CH:2]=[CH:3][CH:4]=2)=[CH:7][CH:6]=1)[C:19]1[CH:24]=[CH:23][CH:22]=[CH:21][CH:20]=1. The catalyst class is: 3.